From a dataset of Reaction yield outcomes from USPTO patents with 853,638 reactions. Predict the reaction yield, written as a fraction of the theoretical maximum amount of product (1.0 means a 100% yield; for example, 0.34 means a 34% yield). (1) The reactants are I[C:2]1[CH:29]=[CH:28][C:5]2[N:6]([CH2:9][C:10]3[CH:15]=[CH:14][C:13]([O:16][CH2:17][C:18]4[CH:19]=[N:20][C:21]([O:24][CH3:25])=[CH:22][CH:23]=4)=[C:12]([O:26][CH3:27])[CH:11]=3)[CH:7]=[N:8][C:4]=2[CH:3]=1.Cl.Cl.[NH:32]1[CH2:37][CH2:36][CH:35]([C:38]([NH2:41])([CH3:40])[CH3:39])[CH2:34][CH2:33]1.C(=O)([O-])[O-].[K+].[K+].N1CCC[C@H]1C(O)=O. The catalyst is CS(C)=O.[OH-].[NH4+].C(OCC)(=O)C.C(#N)C.[Cu]I. The product is [CH3:27][O:26][C:12]1[CH:11]=[C:10]([CH:15]=[CH:14][C:13]=1[O:16][CH2:17][C:18]1[CH:19]=[N:20][C:21]([O:24][CH3:25])=[CH:22][CH:23]=1)[CH2:9][N:6]1[C:5]2[CH:28]=[CH:29][C:2]([N:32]3[CH2:37][CH2:36][CH:35]([C:38]([NH2:41])([CH3:40])[CH3:39])[CH2:34][CH2:33]3)=[CH:3][C:4]=2[N:8]=[CH:7]1. The yield is 0.450. (2) The reactants are [C:1]([C:5]1[O:9][N:8]=[C:7]([NH:10][C:11]([NH:13][C:14]2[CH:19]=[CH:18][CH:17]=[C:16]([S:20][C:21]3[C:30]4[C:25](=[CH:26][C:27]([O:33][CH2:34][CH2:35]Cl)=[C:28]([O:31][CH3:32])[CH:29]=4)[N:24]=[CH:23][N:22]=3)[CH:15]=2)=[O:12])[CH:6]=1)([CH3:4])([CH3:3])[CH3:2].[NH:37]1[CH2:41][CH2:40][CH:39]([OH:42])[CH2:38]1. No catalyst specified. The product is [C:1]([C:5]1[O:9][N:8]=[C:7]([NH:10][C:11]([NH:13][C:14]2[CH:19]=[CH:18][CH:17]=[C:16]([S:20][C:21]3[C:30]4[C:25](=[CH:26][C:27]([O:33][CH2:34][CH2:35][N:37]5[CH2:41][CH2:40][CH:39]([OH:42])[CH2:38]5)=[C:28]([O:31][CH3:32])[CH:29]=4)[N:24]=[CH:23][N:22]=3)[CH:15]=2)=[O:12])[CH:6]=1)([CH3:4])([CH3:3])[CH3:2]. The yield is 0.240. (3) The catalyst is Cl.O1CCOCC1. The product is [CH3:20][O:18][C:17](=[O:19])[CH2:16][C:12]1[CH:13]=[CH:14][CH:15]=[C:10]([C:5]2[CH:6]=[CH:7][CH:8]=[C:9]3[C:4]=2[CH:3]=[CH:2][NH:1]3)[CH:11]=1. The yield is 0.880. The reactants are [NH:1]1[C:9]2[C:4](=[C:5]([C:10]3[CH:11]=[C:12]([CH2:16][C:17]([OH:19])=[O:18])[CH:13]=[CH:14][CH:15]=3)[CH:6]=[CH:7][CH:8]=2)[CH:3]=[CH:2]1.[CH3:20]O. (4) The product is [ClH:32].[N:15]1([S:12]([C:5]2[C:6]3[C:11](=[CH:10][CH:9]=[CH:8][CH:7]=3)[C:2]([N:25]3[CH2:30][CH2:29][NH:28][CH2:27][CH2:26]3)=[CH:3][CH:4]=2)(=[O:14])=[O:13])[C:24]2[C:19](=[CH:20][CH:21]=[CH:22][CH:23]=2)[CH2:18][CH2:17][CH2:16]1. The catalyst is CS(C)=O.CO.C(OCC)C. The reactants are F[C:2]1[C:11]2[C:6](=[CH:7][CH:8]=[CH:9][CH:10]=2)[C:5]([S:12]([N:15]2[C:24]3[C:19](=[CH:20][CH:21]=[CH:22][CH:23]=3)[CH2:18][CH2:17][CH2:16]2)(=[O:14])=[O:13])=[CH:4][CH:3]=1.[NH:25]1[CH2:30][CH2:29][NH:28][CH2:27][CH2:26]1.O.[ClH:32]. The yield is 0.830. (5) The reactants are [Br:1][C:2]1[CH:6]=[C:5]([CH:7]=O)[N:4]([C:9]2[C:14]([Cl:15])=[CH:13][CH:12]=[CH:11][N:10]=2)[N:3]=1.[NH2:16][C:17]1[C:26]([CH3:27])=[CH:25][C:24]([C:28]#[N:29])=[CH:23][C:18]=1[C:19]([NH:21][CH3:22])=[O:20]. The catalyst is C1(C)C=CC=CC=1. The product is [Br:1][C:2]1[CH:6]=[C:5]([CH:7]=[N:16][C:17]2[C:26]([CH3:27])=[CH:25][C:24]([C:28]#[N:29])=[CH:23][C:18]=2[C:19]([NH:21][CH3:22])=[O:20])[N:4]([C:9]2[C:14]([Cl:15])=[CH:13][CH:12]=[CH:11][N:10]=2)[N:3]=1. The yield is 0.750.